This data is from Reaction yield outcomes from USPTO patents with 853,638 reactions. The task is: Predict the reaction yield, written as a fraction of the theoretical maximum amount of product (1.0 means a 100% yield; for example, 0.34 means a 34% yield). (1) The reactants are [Cl:1][C:2]1[C:7]([CH2:8]O)=[CH:6][CH:5]=[CH:4][C:3]=1[OH:10].P(Br)(Br)[Br:12].O. The catalyst is C(Cl)(Cl)Cl. The product is [Br:12][CH2:8][C:7]1[C:2]([Cl:1])=[C:3]([OH:10])[CH:4]=[CH:5][CH:6]=1. The yield is 0.670. (2) The reactants are [F:1][C:2]([F:16])([F:15])[C:3]1[CH:8]=[CH:7][C:6]([CH:9]2[CH2:14][CH2:13][NH:12][CH2:11][CH2:10]2)=[CH:5][CH:4]=1.Br[C:18]1[C:19]([C:32]2[CH:37]=[CH:36][CH:35]=[CH:34][CH:33]=2)=[N:20][C:21]2[C:26]([N:27]=1)=[CH:25][C:24]([C:28]([O:30][CH3:31])=[O:29])=[CH:23][CH:22]=2.CCN(C(C)C)C(C)C. The catalyst is CN(C=O)C. The product is [C:32]1([C:19]2[C:18]([N:12]3[CH2:11][CH2:10][CH:9]([C:6]4[CH:5]=[CH:4][C:3]([C:2]([F:1])([F:15])[F:16])=[CH:8][CH:7]=4)[CH2:14][CH2:13]3)=[N:27][C:26]3[C:21](=[CH:22][CH:23]=[C:24]([C:28]([O:30][CH3:31])=[O:29])[CH:25]=3)[N:20]=2)[CH:33]=[CH:34][CH:35]=[CH:36][CH:37]=1. The yield is 0.840. (3) The reactants are [CH2:1]([N:8]1[C:17](=[O:18])[C:16]2[C:11](=[CH:12][CH:13]=[CH:14][CH:15]=2)[C:10]([C:19]2[C:27]3[C:22](=[CH:23][CH:24]=[CH:25][CH:26]=3)[N:21]([CH2:28][C:29]([OH:31])=O)[C:20]=2[CH3:32])=[N:9]1)[C:2]1[CH:7]=[CH:6][CH:5]=[CH:4][CH:3]=1.[NH:33]1[CH2:37][CH2:36][CH2:35][CH2:34]1.F[P-](F)(F)(F)(F)F.N1(O[P+](N(C)C)(N(C)C)N(C)C)C2C=CC=CC=2N=N1.CN1CCOCC1. No catalyst specified. The product is [CH2:1]([N:8]1[N:9]=[C:10]([C:19]2[C:27]3[C:22](=[CH:23][CH:24]=[CH:25][CH:26]=3)[N:21]([CH2:28][C:29](=[O:31])[N:33]3[CH2:37][CH2:36][CH2:35][CH2:34]3)[C:20]=2[CH3:32])[C:11]2[C:16](=[CH:15][CH:14]=[CH:13][CH:12]=2)[C:17]1=[O:18])[C:2]1[CH:3]=[CH:4][CH:5]=[CH:6][CH:7]=1. The yield is 0.790.